From a dataset of Full USPTO retrosynthesis dataset with 1.9M reactions from patents (1976-2016). Predict the reactants needed to synthesize the given product. Given the product [ClH:31].[F:1][C:2]1[CH:19]=[CH:18][C:5]([CH2:6][C:7]2[C:16]3[C:11](=[CH:12][CH:13]=[CH:14][CH:15]=3)[C:10](=[O:17])[NH:9][N:8]=2)=[CH:4][C:3]=1[C:20]([N:22]1[CH2:25][CH:24]([NH:26][CH2:27][CH:28]([CH3:30])[CH3:29])[CH2:23]1)=[O:21], predict the reactants needed to synthesize it. The reactants are: [F:1][C:2]1[CH:19]=[CH:18][C:5]([CH2:6][C:7]2[C:16]3[C:11](=[CH:12][CH:13]=[CH:14][CH:15]=3)[C:10](=[O:17])[NH:9][N:8]=2)=[CH:4][C:3]=1[C:20]([N:22]1[CH2:25][CH:24]([NH:26][CH2:27][CH:28]([CH3:30])[CH3:29])[CH2:23]1)=[O:21].[ClH:31].